Dataset: Reaction yield outcomes from USPTO patents with 853,638 reactions. Task: Predict the reaction yield, written as a fraction of the theoretical maximum amount of product (1.0 means a 100% yield; for example, 0.34 means a 34% yield). The reactants are [Cl:1][C:2]1[CH:3]=[C:4]([C:25]([O:27]CC)=O)[C:5]2[C:6](=O)[CH:7]([C:18]3[N:19]([CH3:23])[CH:20]=[CH:21][N:22]=3)[CH:8]([C:12]3[CH:17]=[CH:16][CH:15]=[CH:14][CH:13]=3)[NH:9][C:10]=2[CH:11]=1.O.[NH2:31][NH2:32]. The catalyst is CO. The product is [Cl:1][C:2]1[CH:11]=[C:10]2[NH:9][CH:8]([C:12]3[CH:13]=[CH:14][CH:15]=[CH:16][CH:17]=3)[CH:7]([C:18]3[N:19]([CH3:23])[CH:20]=[CH:21][N:22]=3)[C:6]3=[N:31][NH:32][C:25](=[O:27])[C:4]([CH:3]=1)=[C:5]23. The yield is 0.140.